This data is from Forward reaction prediction with 1.9M reactions from USPTO patents (1976-2016). The task is: Predict the product of the given reaction. (1) Given the reactants [C:1]([O:5][C:6]([NH:8][C@@H:9]([CH2:13][S:14][C:15]1[CH:20]=[CH:19][CH:18]=[CH:17][C:16]=1[N+:21]([O-])=O)[C:10]([OH:12])=[O:11])=[O:7])([CH3:4])([CH3:3])[CH3:2].[Cl-].[NH4+], predict the reaction product. The product is: [NH2:21][C:16]1[CH:17]=[CH:18][CH:19]=[CH:20][C:15]=1[S:14][CH2:13][C@H:9]([NH:8][C:6]([O:5][C:1]([CH3:4])([CH3:3])[CH3:2])=[O:7])[C:10]([OH:12])=[O:11]. (2) Given the reactants [F:1][C:2]([F:13])([F:12])[C:3]1[CH:8]=[CH:7][N:6]=[CH:5][C:4]=1[C:9](O)=[O:10].C(Cl)(=O)C(Cl)=O.CC1C=C(C)N=C(CN)[N:22]=1.C(N(CC)CC)C, predict the reaction product. The product is: [F:1][C:2]([F:13])([F:12])[C:3]1[C:4]([C:9]([NH2:22])=[O:10])=[CH:5][N:6]=[CH:7][CH:8]=1. (3) Given the reactants C[Al](C)C.[N:5]([Si](C)(C)C)=[N+:6]=[N-:7].[I:12][C:13]1[CH:14]=[CH:15][C:16]2[N:17]([CH:19]=[C:20]([C:22]3[CH:29]=[CH:28][C:25]([C:26]#[N:27])=[CH:24][CH:23]=3)[N:21]=2)[CH:18]=1.Cl, predict the reaction product. The product is: [I:12][C:13]1[CH:14]=[CH:15][C:16]2[N:17]([CH:19]=[C:20]([C:22]3[CH:29]=[CH:28][C:25]([C:26]4[NH:27][N:7]=[N:6][N:5]=4)=[CH:24][CH:23]=3)[N:21]=2)[CH:18]=1. (4) Given the reactants [SH:1][CH2:2][CH2:3][C:4]([OH:6])=[O:5].[CH2:7]1[CH:12]([CH2:13][N:14]2[C:19](=[O:20])[CH:18]=[CH:17][C:15]2=[O:16])[CH2:11][CH2:10][CH:9]([C:21]([O:23][N:24]2[C:29](=[O:30])[CH2:28][CH2:27][C:25]2=[O:26])=[O:22])[CH2:8]1.C(N(CC)C(C)C)(C)C, predict the reaction product. The product is: [CH2:7]1[CH:12]([CH2:13][N:14]2[C:19](=[O:20])[CH:18]=[CH:17][C:15]2=[O:16])[CH2:11][CH2:10][CH:9]([C:21]([O:23][N:24]2[C:25](=[O:26])[CH2:27][CH2:28][C:29]2=[O:30])=[O:22])[CH2:8]1.[SH:1][CH2:2][CH2:3][C:4]([OH:6])=[O:5].[CH2:7]1[CH:12]([CH2:13][N:14]2[C:19](=[O:20])[CH:18]=[CH:17][C:15]2=[O:16])[CH2:11][CH2:10][CH:9]([C:21]([O:23][N:24]2[C:25](=[O:26])[CH2:27][CH2:28][C:29]2=[O:30])=[O:22])[CH2:8]1. (5) Given the reactants [CH3:1][O:2][C:3]1[C:4]2[CH:11]=[CH:10][N:9]([S:12]([C:15]3[CH:20]=[CH:19][C:18]([CH3:21])=[CH:17][CH:16]=3)(=[O:14])=[O:13])[C:5]=2[N:6]=[CH:7][N:8]=1.C([Li])CCC.[I:27]I, predict the reaction product. The product is: [I:27][C:10]1[N:9]([S:12]([C:15]2[CH:20]=[CH:19][C:18]([CH3:21])=[CH:17][CH:16]=2)(=[O:13])=[O:14])[C:5]2[N:6]=[CH:7][N:8]=[C:3]([O:2][CH3:1])[C:4]=2[CH:11]=1. (6) Given the reactants Cl.CO[C:4](=[O:18])[C@H:5]([CH2:7][C:8]1[C:16]2[C:11](=[CH:12][CH:13]=[C:14]([OH:17])[CH:15]=2)[NH:10][CH:9]=1)[NH2:6].[OH-].[NH4+:20], predict the reaction product. The product is: [OH:17][C:14]1[CH:15]=[C:16]2[C:11]([NH:10][CH:9]=[C:8]2[CH2:7][C@@H:5]([C:4]([NH2:20])=[O:18])[NH2:6])=[CH:12][CH:13]=1. (7) Given the reactants [CH3:1]I.[ClH:3].[Br:4][C:5]1[CH:6]=[C:7]2[C:15](=[CH:16][CH:17]=1)[NH:14][C:13]1[CH:12]([NH:18][CH2:19][CH2:20][C:21]3[CH:26]=[CH:25][CH:24]=[CH:23][CH:22]=3)[CH2:11][CH2:10][CH2:9][C:8]2=1.[H-].[Na+].Cl, predict the reaction product. The product is: [ClH:3].[Br:4][C:5]1[CH:6]=[C:7]2[C:15](=[CH:16][CH:17]=1)[N:14]([CH3:1])[C:13]1[CH:12]([NH:18][CH2:19][CH2:20][C:21]3[CH:26]=[CH:25][CH:24]=[CH:23][CH:22]=3)[CH2:11][CH2:10][CH2:9][C:8]2=1.